Dataset: Reaction yield outcomes from USPTO patents with 853,638 reactions. Task: Predict the reaction yield, written as a fraction of the theoretical maximum amount of product (1.0 means a 100% yield; for example, 0.34 means a 34% yield). (1) The reactants are [CH3:1][O:2][C:3]1[CH:10]=[CH:9][C:8]([C:11]2[C:19]3[C:14](=[N:15][CH:16]=[CH:17][CH:18]=3)[N:13]([S:20]([C:23]3[CH:28]=[CH:27][C:26]([CH3:29])=[CH:25][CH:24]=3)(=[O:22])=[O:21])[CH:12]=2)=[CH:7][C:4]=1[CH:5]=O.[OH-].[NH4+:31].II. The catalyst is O1CCCC1.O. The product is [CH3:1][O:2][C:3]1[CH:10]=[CH:9][C:8]([C:11]2[C:19]3[C:14](=[N:15][CH:16]=[CH:17][CH:18]=3)[N:13]([S:20]([C:23]3[CH:28]=[CH:27][C:26]([CH3:29])=[CH:25][CH:24]=3)(=[O:22])=[O:21])[CH:12]=2)=[CH:7][C:4]=1[C:5]#[N:31]. The yield is 0.980. (2) The reactants are Cl[C:2]1[N:7]=[CH:6][N:5]=[C:4]([O:8][C:9]2[CH:14]=[CH:13][CH:12]=[CH:11][C:10]=2/[C:15](=[CH:20]\[O:21][CH3:22])/[C:16]([O:18][CH3:19])=[O:17])[CH:3]=1.[OH:23][C:24]1[CH:31]=[CH:30][CH:29]=[CH:28][C:25]=1[C:26]#[N:27].C(=O)([O-])[O-].[K+].[K+]. The catalyst is CN(C)C=O.C1N2CCN(CC2)C1. The product is [CH3:22][O:21]/[CH:20]=[C:15](/[C:16]([O:18][CH3:19])=[O:17])\[C:10]1[C:9]([O:8][C:4]2[CH:3]=[C:2]([O:23][C:24]3[C:25]([C:26]#[N:27])=[CH:28][CH:29]=[CH:30][CH:31]=3)[N:7]=[CH:6][N:5]=2)=[CH:14][CH:13]=[CH:12][CH:11]=1. The yield is 0.794. (3) The reactants are [F:1][C:2](=[C:11]([F:13])[F:12])[CH2:3][CH2:4][S:5][C:6]1[O:7][CH:8]=[CH:9][N:10]=1.ClC1C=CC=C(C(OO)=[O:22])C=1. The catalyst is ClCCl. The product is [F:1][C:2](=[C:11]([F:12])[F:13])[CH2:3][CH2:4][S:5]([C:6]1[O:7][CH:8]=[CH:9][N:10]=1)=[O:22]. The yield is 0.929. (4) The reactants are [CH3:1][O:2][CH2:3][CH2:4][N:5]1[CH2:11][CH2:10][C:9]2[CH:12]=[C:13]([NH2:16])[CH:14]=[CH:15][C:8]=2[CH2:7][CH2:6]1.Cl[C:18]1[N:23]=[C:22]([NH:24][C:25]([CH3:33])([CH3:32])[CH2:26][NH:27][S:28]([CH3:31])(=[O:30])=[O:29])[C:21]([Cl:34])=[CH:20][N:19]=1.C12(CS(O)(=O)=O)C(C)(C)C(CC1)CC2=O. The catalyst is CC(O)C. The product is [Cl:34][C:21]1[C:22]([NH:24][C:25]([CH3:33])([CH3:32])[CH2:26][NH:27][S:28]([CH3:31])(=[O:30])=[O:29])=[N:23][C:18]([NH:16][C:13]2[CH:14]=[CH:15][C:8]3[CH2:7][CH2:6][N:5]([CH2:4][CH2:3][O:2][CH3:1])[CH2:11][CH2:10][C:9]=3[CH:12]=2)=[N:19][CH:20]=1. The yield is 0.630. (5) The reactants are [F:1][C:2]1[CH:17]=[CH:16][C:5]2[N:6]([CH2:11][C@H:12]([CH3:15])[CH2:13]O)[C:7](=[O:10])[CH2:8][O:9][C:4]=2[CH:3]=1.C1(P(C2C=CC=CC=2)C2C=CC=CC=2)C=CC=CC=1.N1C=CN=C1.[I:42]I. The catalyst is CCCCCCC.CCOC(C)=O. The product is [F:1][C:2]1[CH:17]=[CH:16][C:5]2[N:6]([CH2:11][C@H:12]([CH3:15])[CH2:13][I:42])[C:7](=[O:10])[CH2:8][O:9][C:4]=2[CH:3]=1. The yield is 0.890.